From a dataset of Reaction yield outcomes from USPTO patents with 853,638 reactions. Predict the reaction yield, written as a fraction of the theoretical maximum amount of product (1.0 means a 100% yield; for example, 0.34 means a 34% yield). (1) No catalyst specified. The reactants are Cl[C:2]1[C:3]([F:22])=[CH:4][N:5]2[C:10]([C:11]=1[CH3:12])=[C:9]([CH:13]1[CH2:15][CH2:14]1)[CH:8]=[C:7]([C:16]([O:18][CH2:19][CH3:20])=[O:17])[C:6]2=[O:21].CC1(C)C(C)(C)OB([C:31]2[CH:37]=[CH:36][C:34]([NH2:35])=[CH:33][CH:32]=2)O1. The yield is 0.930. The product is [NH2:35][C:34]1[CH:36]=[CH:37][C:31]([C:2]2[C:3]([F:22])=[CH:4][N:5]3[C:10]([C:11]=2[CH3:12])=[C:9]([CH:13]2[CH2:15][CH2:14]2)[CH:8]=[C:7]([C:16]([O:18][CH2:19][CH3:20])=[O:17])[C:6]3=[O:21])=[CH:32][CH:33]=1. (2) The reactants are C=O.[Cl:3][C:4]1[C:5]([F:33])=[C:6]([NH:10][C:11]2[C:20]3[C:15](=[CH:16][C:17]([O:31][CH3:32])=[C:18]([O:21][C@H:22]4[CH2:27][CH2:26][NH:25][C@H:24]([C:28]([NH2:30])=[O:29])[CH2:23]4)[CH:19]=3)[N:14]=[CH:13][N:12]=2)[CH:7]=[CH:8][CH:9]=1.[C:34](O[BH-](OC(=O)C)OC(=O)C)(=O)C.[Na+].C([O-])(O)=O.[Na+]. The catalyst is C(Cl)Cl.CC(O)=O.C(Cl)Cl. The product is [Cl:3][C:4]1[C:5]([F:33])=[C:6]([NH:10][C:11]2[C:20]3[C:15](=[CH:16][C:17]([O:31][CH3:32])=[C:18]([O:21][C@H:22]4[CH2:27][CH2:26][N:25]([CH3:34])[C@H:24]([C:28]([NH2:30])=[O:29])[CH2:23]4)[CH:19]=3)[N:14]=[CH:13][N:12]=2)[CH:7]=[CH:8][CH:9]=1. The yield is 0.560. (3) The reactants are [NH2:1][C@H:2]([C:4]1[N:9]([C:10]2[CH:15]=[CH:14][CH:13]=[CH:12][CH:11]=2)[C:8](=[O:16])[C:7]2=[C:17]([CH3:20])[CH:18]=[CH:19][N:6]2[N:5]=1)[CH3:3].[NH2:21][C:22]1[C:27]([C:28]([O:30][C:31]2[CH:36]=[C:35]([NH:37][S:38]([CH3:41])(=[O:40])=[O:39])[CH:34]=[C:33]([OH:42])[CH:32]=2)=[O:29])=[C:26](Cl)[N:25]=[CH:24][N:23]=1.CCN(C(C)C)C(C)C.[F-].[Cs+]. The catalyst is C(O)(C)(C)C. The product is [NH2:21][C:22]1[C:27]([C:28]([O:30][C:31]2[CH:36]=[C:35]([NH:37][S:38]([CH3:41])(=[O:40])=[O:39])[CH:34]=[C:33]([OH:42])[CH:32]=2)=[O:29])=[C:26]([NH:1][C@H:2]([C:4]2[N:9]([C:10]3[CH:15]=[CH:14][CH:13]=[CH:12][CH:11]=3)[C:8](=[O:16])[C:7]3=[C:17]([CH3:20])[CH:18]=[CH:19][N:6]3[N:5]=2)[CH3:3])[N:25]=[CH:24][N:23]=1. The yield is 0.310.